This data is from Reaction yield outcomes from USPTO patents with 853,638 reactions. The task is: Predict the reaction yield, written as a fraction of the theoretical maximum amount of product (1.0 means a 100% yield; for example, 0.34 means a 34% yield). The reactants are [CH3:1][CH:2]([N:4]1[CH2:9][CH2:8][CH:7]([C:10]([O:12]CC)=[O:11])[CH2:6][CH2:5]1)[CH3:3].O.O.O.O.O.O.O.O.[OH-].[Ba+2].[OH-].C(O)C.C(=O)([O-])[O-].[NH4+].[NH4+]. The catalyst is O. The product is [CH3:3][CH:2]([N:4]1[CH2:5][CH2:6][CH:7]([C:10]([OH:12])=[O:11])[CH2:8][CH2:9]1)[CH3:1]. The yield is 1.00.